Dataset: Full USPTO retrosynthesis dataset with 1.9M reactions from patents (1976-2016). Task: Predict the reactants needed to synthesize the given product. (1) Given the product [Br:1][C:2]1[CH:3]=[CH:4][C:5]([O:17][CH3:18])=[C:6]([C:8]2([C:15]#[N:16])[CH2:9][CH2:10][C:11]3([O:21][CH2:20][CH2:19][O:14]3)[CH2:12][CH2:13]2)[CH:7]=1, predict the reactants needed to synthesize it. The reactants are: [Br:1][C:2]1[CH:3]=[CH:4][C:5]([O:17][CH3:18])=[C:6]([C:8]2([C:15]#[N:16])[CH2:13][CH2:12][C:11](=[O:14])[CH2:10][CH2:9]2)[CH:7]=1.[CH2:19](O)[CH2:20][OH:21].C1(C)C=CC(S(O)(=O)=O)=CC=1. (2) Given the product [CH2:15]([N:8]1[C:7]2=[C:2]([Cl:1])[N:3]=[CH:4][CH:5]=[C:6]2[C:10]([CH3:11])=[C:9]1[CH3:12])[CH:14]=[CH2:13], predict the reactants needed to synthesize it. The reactants are: [Cl:1][C:2]1[N:3]=[CH:4][CH:5]=[C:6]2[C:10]([CH3:11])=[C:9]([CH3:12])[NH:8][C:7]=12.[CH2:13](I)[CH:14]=[CH2:15]. (3) Given the product [Br:1][C:2]1[CH:3]=[CH:4][C:5]([O:8][CH2:15][C:16]2[CH:21]=[CH:20][CH:19]=[CH:18][CH:17]=2)=[CH:6][N:7]=1, predict the reactants needed to synthesize it. The reactants are: [Br:1][C:2]1[N:7]=[CH:6][C:5]([OH:8])=[CH:4][CH:3]=1.C(=O)([O-])[O-].[K+].[K+].[CH2:15](Br)[C:16]1[CH:21]=[CH:20][CH:19]=[CH:18][CH:17]=1.O. (4) Given the product [N:1]1([CH2:6][CH2:7][CH2:8][O:9][C:16]2[CH:17]=[CH:18][C:13]([NH2:10])=[CH:14][CH:15]=2)[CH2:5][CH2:4][CH2:3][CH2:2]1, predict the reactants needed to synthesize it. The reactants are: [N:1]1([CH2:6][CH2:7][CH2:8][OH:9])[CH2:5][CH2:4][CH2:3][CH2:2]1.[N+:10]([C:13]1[CH:18]=[CH:17][C:16](O)=[CH:15][CH:14]=1)([O-])=O.FC1C=CC([N+]([O-])=O)=CC=1. (5) Given the product [Cl:1][C:2]1[CH:8]=[CH:7][C:5]([NH:6][C:12](=[O:14])[CH3:13])=[CH:4][C:3]=1[N+:9]([O-:11])=[O:10], predict the reactants needed to synthesize it. The reactants are: [Cl:1][C:2]1[CH:8]=[CH:7][C:5]([NH2:6])=[CH:4][C:3]=1[N+:9]([O-:11])=[O:10].[C:12](OC(=O)C)(=[O:14])[CH3:13]. (6) The reactants are: C[O:2][C:3](=[O:15])[C:4]1[CH:9]=[CH:8][C:7]([C:10]2([CH3:13])[CH2:12][CH2:11]2)=[CH:6][C:5]=1[CH3:14].CO.[OH-].[Na+].Cl. Given the product [CH3:14][C:5]1[CH:6]=[C:7]([C:10]2([CH3:13])[CH2:12][CH2:11]2)[CH:8]=[CH:9][C:4]=1[C:3]([OH:15])=[O:2], predict the reactants needed to synthesize it.